Dataset: Forward reaction prediction with 1.9M reactions from USPTO patents (1976-2016). Task: Predict the product of the given reaction. (1) Given the reactants [S:1]1[C:5]2[CH:6]=[CH:7][CH:8]=[CH:9][C:4]=2[C:3]([N:10]2[CH2:15][CH2:14][N:13]([CH2:16][CH2:17][CH2:18][C:19]3[CH:24]=[CH:23][C:22]([NH2:25])=[CH:21][CH:20]=3)[CH2:12][CH2:11]2)=[N:2]1.[S:26]1[CH:30]=[CH:29][CH:28]=[C:27]1[CH2:31][C:32](Cl)=[O:33], predict the reaction product. The product is: [S:1]1[C:5]2[CH:6]=[CH:7][CH:8]=[CH:9][C:4]=2[C:3]([N:10]2[CH2:11][CH2:12][N:13]([CH2:16][CH2:17][CH2:18][C:19]3[CH:20]=[CH:21][C:22]([NH:25][C:32](=[O:33])[CH2:31][C:27]4[S:26][CH:30]=[CH:29][CH:28]=4)=[CH:23][CH:24]=3)[CH2:14][CH2:15]2)=[N:2]1. (2) Given the reactants [CH2:1]([O:3][C:4]1[N:5]([C:15]2[CH:20]=[CH:19][C:18]([O:21][CH2:22][C:23]([F:26])([F:25])[F:24])=[CH:17][CH:16]=2)[C:6](=[O:14])[C:7]2[CH:12]=[CH:11][N:10]([CH3:13])[C:8]=2[N:9]=1)[CH3:2].[C:27]([OH:30])(=[O:29])[CH3:28].[C:27]([OH:30])(=[O:29])[CH3:28].I(C1C=CC=CC=1)=O, predict the reaction product. The product is: [C:27]([O:30][C:11]1[N:10]([CH3:13])[C:8]2[N:9]=[C:4]([O:3][CH2:1][CH3:2])[N:5]([C:15]3[CH:20]=[CH:19][C:18]([O:21][CH2:22][C:23]([F:25])([F:26])[F:24])=[CH:17][CH:16]=3)[C:6](=[O:14])[C:7]=2[CH:12]=1)(=[O:29])[CH3:28]. (3) Given the reactants Cl.[Cl:2][C:3]1[C:4]([F:24])=[C:5]([NH:9][C:10]2[C:19]3[C:14](=[CH:15][C:16]([O:22][CH3:23])=[C:17]([CH2:20]Cl)[CH:18]=3)[N:13]=[CH:12][N:11]=2)[CH:6]=[CH:7][CH:8]=1.[NH2:25][C:26]([C:28]1([NH:41][CH3:42])[CH2:33][CH2:32][N:31]([C:34]([O:36][C:37]([CH3:40])([CH3:39])[CH3:38])=[O:35])[CH2:30][CH2:29]1)=[O:27].CCN(C(C)C)C(C)C, predict the reaction product. The product is: [NH2:25][C:26]([C:28]1([N:41]([CH2:20][C:17]2[CH:18]=[C:19]3[C:14](=[CH:15][C:16]=2[O:22][CH3:23])[N:13]=[CH:12][N:11]=[C:10]3[NH:9][C:5]2[CH:6]=[CH:7][CH:8]=[C:3]([Cl:2])[C:4]=2[F:24])[CH3:42])[CH2:29][CH2:30][N:31]([C:34]([O:36][C:37]([CH3:38])([CH3:39])[CH3:40])=[O:35])[CH2:32][CH2:33]1)=[O:27]. (4) Given the reactants [CH:1]1([C:7]2[C:15]3[CH:14]=[CH:13][C:12]([C:16]([O:18]C)=[O:17])=[CH:11][C:10]=3[N:9]3[CH2:20][CH2:21][CH2:22][C:23]4[CH:28]=[CH:27][CH:26]=[CH:25][C:24]=4[C:8]=23)[CH2:6][CH2:5][CH2:4][CH2:3][CH2:2]1.[OH-].[Na+].Cl.O, predict the reaction product. The product is: [CH:1]1([C:7]2[C:15]3[CH:14]=[CH:13][C:12]([C:16]([OH:18])=[O:17])=[CH:11][C:10]=3[N:9]3[CH2:20][CH2:21][CH2:22][C:23]4[CH:28]=[CH:27][CH:26]=[CH:25][C:24]=4[C:8]=23)[CH2:6][CH2:5][CH2:4][CH2:3][CH2:2]1.